This data is from Reaction yield outcomes from USPTO patents with 853,638 reactions. The task is: Predict the reaction yield, written as a fraction of the theoretical maximum amount of product (1.0 means a 100% yield; for example, 0.34 means a 34% yield). (1) The catalyst is CO.[Pd]. The reactants are C([O:8][C:9]1[CH:14]=[CH:13][C:12]([C@@H:15]2[CH2:19][CH2:18][C@H:17]([NH:20][C@@H:21]([C:23]3[C:32]4[C:27](=[CH:28][CH:29]=[CH:30][CH:31]=4)[CH:26]=[CH:25][CH:24]=3)[CH3:22])[CH2:16]2)=[CH:11][CH:10]=1)C1C=CC=CC=1.[H][H]. The yield is 0.730. The product is [C:23]1([C@H:21]([NH:20][C@H:17]2[CH2:18][CH2:19][C@@H:15]([C:12]3[CH:11]=[CH:10][C:9]([OH:8])=[CH:14][CH:13]=3)[CH2:16]2)[CH3:22])[C:32]2[C:27](=[CH:28][CH:29]=[CH:30][CH:31]=2)[CH:26]=[CH:25][CH:24]=1. (2) The catalyst is C(Cl)Cl. The product is [CH3:1][CH:2]1[NH:3][CH2:4][CH2:5][N:6]([C:20]([O:19][C:16]([CH3:18])([CH3:17])[CH3:15])=[O:21])[CH2:7]1. The yield is 0.420. The reactants are [CH3:1][CH:2]1[CH2:7][NH:6][CH2:5][CH2:4][NH:3]1.C(N(CC)CC)C.[CH3:15][C:16]([O:19][C:20](O[C:20]([O:19][C:16]([CH3:18])([CH3:17])[CH3:15])=[O:21])=[O:21])([CH3:18])[CH3:17]. (3) The reactants are Br[NH-].Br[CH2:4][C@@:5]([OH:22])([CH3:21])[C:6]([NH:8][C:9]1[CH:14]=[CH:13][C:12]([C:15]#[N:16])=[C:11]([C:17]([F:20])([F:19])[F:18])[CH:10]=1)=[O:7].C([O-])([O-])=O.[K+].[K+].[F:29][C:30]1[CH:37]=[C:36]([OH:38])[CH:35]=[CH:34][C:31]=1[C:32]#[N:33]. The catalyst is CC(C)=O.CC(O)C.O. The product is [C:15]([C:12]1[CH:13]=[CH:14][C:9]([NH:8][C:6](=[O:7])[C@:5]([OH:22])([CH3:21])[CH2:4][O:38][C:36]2[CH:35]=[CH:34][C:31]([C:32]#[N:33])=[C:30]([F:29])[CH:37]=2)=[CH:10][C:11]=1[C:17]([F:20])([F:19])[F:18])#[N:16]. The yield is 0.230. (4) The yield is 0.580. The product is [OH:3][CH2:7][C:8]1[NH:17][C:16](=[O:18])[C:15]2[C:10](=[CH:11][C:12]3[CH2:21][CH2:20][CH2:19][C:13]=3[CH:14]=2)[N:9]=1. The catalyst is CN(C=O)C. The reactants are C([O-])(=[O:3])C.[Cs+].Cl[CH2:7][C:8]1[NH:17][C:16](=[O:18])[C:15]2[C:10](=[CH:11][C:12]3[CH2:21][CH2:20][CH2:19][C:13]=3[CH:14]=2)[N:9]=1. (5) The reactants are Cl.[Br:2][C:3]1[CH:9]=[CH:8][C:6](N)=[CH:5][CH:4]=1.N([O-])=O.[Na+].[C:14]1(=[O:20])[NH:18][C:17](=[O:19])[CH:16]=[CH:15]1.C([O-])(=O)C.[Na+]. The catalyst is O.CC(C)=O. The product is [Br:2][C:3]1[CH:9]=[CH:8][C:6]([C:16]2[C:17](=[O:19])[NH:18][C:14](=[O:20])[CH:15]=2)=[CH:5][CH:4]=1. The yield is 0.570. (6) The reactants are [Cl:1][C:2]1[N:7]=[C:6]([NH:8]C(=O)C(C)(C)C)[CH:5]=[CH:4][C:3]=1[CH3:15].C([O-])(O)=O.[Na+]. The product is [Cl:1][C:2]1[N:7]=[C:6]([NH2:8])[CH:5]=[CH:4][C:3]=1[CH3:15]. The yield is 0.360. The catalyst is Cl. (7) The reactants are [CH:1]1([N:7]2[C:15]3[C:14](=[O:16])[NH:13][C:12]([C:17]4[CH:34]=[CH:33][C:20]([CH2:21][N:22]5[CH2:27][CH2:26][CH:25]([C:28]([O:30]CC)=[O:29])[CH2:24][CH2:23]5)=[CH:19][C:18]=4[O:35][CH3:36])=[N:11][C:10]=3[C:9]([CH3:37])=[N:8]2)[CH2:6][CH2:5][CH2:4][CH2:3][CH2:2]1.[OH-].[Na+]. The catalyst is C(O)C. The product is [CH:1]1([N:7]2[C:15]3[C:14](=[O:16])[NH:13][C:12]([C:17]4[CH:34]=[CH:33][C:20]([CH2:21][N:22]5[CH2:27][CH2:26][CH:25]([C:28]([OH:30])=[O:29])[CH2:24][CH2:23]5)=[CH:19][C:18]=4[O:35][CH3:36])=[N:11][C:10]=3[C:9]([CH3:37])=[N:8]2)[CH2:2][CH2:3][CH2:4][CH2:5][CH2:6]1. The yield is 0.520. (8) The reactants are C1(C(C2C=CC=CC=2)C(O[CH2:11][Cl:12])=O)C=CC=CC=1.[CH:19]1[C:28]2[C:23](=[CH:24][CH:25]=[CH:26][CH:27]=2)[CH:22]=[CH:21][C:20]=1[C:29]([OH:31])=[O:30].C(Cl)(=O)C(Cl)=O.C1C2C(=CC=CC=2)C=CC=1C(Cl)=O.C=O. The catalyst is [Cl-].[Zn+2].[Cl-]. The product is [CH:19]1[C:28]2[C:23](=[CH:24][CH:25]=[CH:26][CH:27]=2)[CH:22]=[CH:21][C:20]=1[C:29]([O:31][CH2:11][Cl:12])=[O:30]. The yield is 0.0600.